From a dataset of Catalyst prediction with 721,799 reactions and 888 catalyst types from USPTO. Predict which catalyst facilitates the given reaction. (1) Reactant: [F:1][C:2]1[CH:20]=[CH:19][C:5]([C:6]([C:8]2[O:9][C:10]3[CH:16]=[CH:15][C:14]([CH:17]=[O:18])=[CH:13][C:11]=3[CH:12]=2)=[O:7])=[CH:4][CH:3]=1.[CH2:21](O)[CH2:22][OH:23].[C@]12(CS(O)(=O)=O)C(C)(C)C(CC1)CC2=O.C(=O)(O)[O-].[Na+]. Product: [O:18]1[CH2:21][CH2:22][O:23][CH:17]1[C:14]1[CH:15]=[CH:16][C:10]2[O:9][C:8]([C:6]([C:5]3[CH:19]=[CH:20][C:2]([F:1])=[CH:3][CH:4]=3)=[O:7])=[CH:12][C:11]=2[CH:13]=1. The catalyst class is: 11. (2) Reactant: [Cl:1][C:2]1[CH:10]=[CH:9][C:8]([C:11]2[S:12][C:13]3[CH:19]=[CH:18][C:17]([C:20](O)=[O:21])=[CH:16][C:14]=3[CH:15]=2)=[C:7]2[C:3]=1[CH2:4][NH:5][C:6]2=[O:23].CCN=C=NCCCN(C)C.C1C=C2N=NN(O)C2=CC=1.O.[OH:46][CH2:47][CH2:48][N:49]1[CH2:54][CH2:53][NH:52][CH2:51][CH2:50]1. Product: [Cl:1][C:2]1[CH:10]=[CH:9][C:8]([C:11]2[S:12][C:13]3[CH:19]=[CH:18][C:17]([C:20]([N:52]4[CH2:53][CH2:54][N:49]([CH2:48][CH2:47][OH:46])[CH2:50][CH2:51]4)=[O:21])=[CH:16][C:14]=3[CH:15]=2)=[C:7]2[C:3]=1[CH2:4][NH:5][C:6]2=[O:23]. The catalyst class is: 248. (3) Reactant: [Cl:1][C:2]1[CH:3]=[C:4]([CH:8]=[CH:9][C:10]=1[O:11][C:12]1[CH:17]=[CH:16][CH:15]=[CH:14][C:13]=1[C:18]#[N:19])[C:5]([OH:7])=O.Cl.CN(C)CCCN=C=NCC.ON1C2C=CC=CC=2N=N1.C(N(CC)CC)C.[NH2:49][CH2:50][C:51]1[C:52]([OH:59])=[N:53][C:54]([CH3:58])=[CH:55][C:56]=1[CH3:57]. Product: [Cl:1][C:2]1[CH:3]=[C:4]([CH:8]=[CH:9][C:10]=1[O:11][C:12]1[CH:17]=[CH:16][CH:15]=[CH:14][C:13]=1[C:18]#[N:19])[C:5]([NH:49][CH2:50][C:51]1[C:52]([OH:59])=[N:53][C:54]([CH3:58])=[CH:55][C:56]=1[CH3:57])=[O:7]. The catalyst class is: 4.